Dataset: Full USPTO retrosynthesis dataset with 1.9M reactions from patents (1976-2016). Task: Predict the reactants needed to synthesize the given product. Given the product [CH:19]1([C:2]2[CH:3]=[C:4]3[C:8](=[CH:9][CH:10]=2)[N:7]([CH2:11][O:12][CH2:13][CH2:14][Si:15]([CH3:18])([CH3:17])[CH3:16])[N:6]=[CH:5]3)[CH2:21][CH2:20]1, predict the reactants needed to synthesize it. The reactants are: Br[C:2]1[CH:3]=[C:4]2[C:8](=[CH:9][CH:10]=1)[N:7]([CH2:11][O:12][CH2:13][CH2:14][Si:15]([CH3:18])([CH3:17])[CH3:16])[N:6]=[CH:5]2.[CH:19]1(B(O)O)[CH2:21][CH2:20]1.C1(P(C2CCCCC2)C2CCCCC2)CCCCC1.[O-]P([O-])([O-])=O.[K+].[K+].[K+].